Dataset: Reaction yield outcomes from USPTO patents with 853,638 reactions. Task: Predict the reaction yield, written as a fraction of the theoretical maximum amount of product (1.0 means a 100% yield; for example, 0.34 means a 34% yield). (1) The reactants are C(=O)([O-])[O-].[K+].[K+].[CH2:7]([O:14][C:15]([NH:17][CH2:18][CH2:19][CH2:20][CH2:21][C:22]1[CH:27]=[CH:26][C:25]([OH:28])=[CH:24][CH:23]=1)=[O:16])[C:8]1[CH:13]=[CH:12][CH:11]=[CH:10][CH:9]=1.[CH3:29][O:30][C:31](=[O:44])[CH:32]([NH:36][C:37]([O:39][C:40]([CH3:43])([CH3:42])[CH3:41])=[O:38])[CH2:33][CH2:34]Br. The catalyst is CN(C=O)C.C(OCC)(=O)C. The product is [CH3:29][O:30][C:31](=[O:44])[CH:32]([NH:36][C:37]([O:39][C:40]([CH3:43])([CH3:42])[CH3:41])=[O:38])[CH2:33][CH2:34][O:28][C:25]1[CH:26]=[CH:27][C:22]([CH2:21][CH2:20][CH2:19][CH2:18][NH:17][C:15]([O:14][CH2:7][C:8]2[CH:9]=[CH:10][CH:11]=[CH:12][CH:13]=2)=[O:16])=[CH:23][CH:24]=1. The yield is 0.830. (2) The reactants are [C:9](O[C:9]([O:11][C:12]([CH3:15])([CH3:14])[CH3:13])=[O:10])([O:11][C:12]([CH3:15])([CH3:14])[CH3:13])=[O:10].[NH:16]1[CH:20]=[CH:19][C:18]([NH2:21])=[N:17]1. The catalyst is C1COCC1. The product is [NH:16]1[CH:20]=[CH:19][C:18]([NH:21][C:9](=[O:10])[O:11][C:12]([CH3:13])([CH3:14])[CH3:15])=[N:17]1. The yield is 0.660. (3) The reactants are [SH:1][C:2]1[CH:7]=[CH:6][C:5]([NH:8][C:9]([CH:11]2[CH2:13][CH2:12]2)=[O:10])=[CH:4][CH:3]=1.[H-].[Na+].[Cl:16][C:17]1[CH:22]=[N:21][CH:20]=[C:19](Cl)[N:18]=1.O. The catalyst is C1COCC1.C(OCC)(=O)C. The product is [Cl:16][C:17]1[N:18]=[C:19]([S:1][C:2]2[CH:3]=[CH:4][C:5]([NH:8][C:9]([CH:11]3[CH2:12][CH2:13]3)=[O:10])=[CH:6][CH:7]=2)[CH:20]=[N:21][CH:22]=1. The yield is 0.720. (4) The reactants are [CH2:1]([O:8][C:9]1[CH:14]=[C:13]([O:15][CH2:16][CH3:17])[C:12](I)=[CH:11][N:10]=1)[C:2]1[CH:7]=[CH:6][CH:5]=[CH:4][CH:3]=1.[CH2:19]([O:26][CH2:27][CH2:28][O:29][C:30]1[CH:35]=[CH:34][C:33]([NH:36][C:37](=[O:55])[CH2:38][C:39]2[CH:44]=[CH:43][C:42](B3OC(C)(C)C(C)(C)O3)=[CH:41][C:40]=2[F:54])=[CH:32][C:31]=1[C:56]([F:59])([F:58])[F:57])[C:20]1[CH:25]=[CH:24][CH:23]=[CH:22][CH:21]=1.C([O-])([O-])=O.[Cs+].[Cs+]. The catalyst is O1CCOCC1.O.C1C=CC(P(C2C=CC=CC=2)[C-]2C=CC=C2)=CC=1.C1C=CC(P(C2C=CC=CC=2)[C-]2C=CC=C2)=CC=1.Cl[Pd]Cl.[Fe+2]. The product is [CH2:1]([O:8][C:9]1[N:10]=[CH:11][C:12]([C:42]2[CH:43]=[CH:44][C:39]([CH2:38][C:37]([NH:36][C:33]3[CH:34]=[CH:35][C:30]([O:29][CH2:28][CH2:27][O:26][CH2:19][C:20]4[CH:21]=[CH:22][CH:23]=[CH:24][CH:25]=4)=[C:31]([C:56]([F:57])([F:59])[F:58])[CH:32]=3)=[O:55])=[C:40]([F:54])[CH:41]=2)=[C:13]([O:15][CH2:16][CH3:17])[CH:14]=1)[C:2]1[CH:7]=[CH:6][CH:5]=[CH:4][CH:3]=1. The yield is 0.241. (5) The reactants are [CH2:1]([N:8](C(C(C)(C)C)=O)[C@H:9]1[CH2:18][CH2:17][C:16]2[C:11](=[CH:12][CH:13]=[CH:14][C:15]=2[C:19]2[C:20]([CH3:26])=[N:21][N:22]([CH3:25])[C:23]=2[CH3:24])[CH2:10]1)[C:2]1[CH:7]=[CH:6][CH:5]=[CH:4][CH:3]=1.C(O)(C(F)(F)F)=O.O. The catalyst is C(Cl)Cl. The product is [CH2:1]([NH:8][C@H:9]1[CH2:18][CH2:17][C:16]2[C:11](=[CH:12][CH:13]=[CH:14][C:15]=2[C:19]2[C:20]([CH3:26])=[N:21][N:22]([CH3:25])[C:23]=2[CH3:24])[CH2:10]1)[C:2]1[CH:7]=[CH:6][CH:5]=[CH:4][CH:3]=1. The yield is 0.730. (6) The catalyst is CN(C=O)C.O. The product is [Br:1][C:2]1[O:3][C:4]2[CH:10]=[CH:9][C:8]([CH2:11][C:12]([O:14][CH2:15][C:16]3[CH:21]=[CH:20][CH:19]=[CH:18][CH:17]=3)=[O:13])=[CH:7][C:5]=2[CH:6]=1. The reactants are [Br:1][C:2]1[O:3][C:4]2[CH:10]=[CH:9][C:8]([CH2:11][C:12]([OH:14])=[O:13])=[CH:7][C:5]=2[CH:6]=1.[CH2:15](Br)[C:16]1[CH:21]=[CH:20][CH:19]=[CH:18][CH:17]=1.C([O-])([O-])=O.[K+].[K+]. The yield is 0.900. (7) The reactants are [CH3:1][C:2]1[CH:3]=[C:4]([CH:8]=[CH:9][C:10]=1[C:11]([N:13]1[CH2:17][CH2:16][CH2:15][CH2:14]1)=[O:12])[C:5]([OH:7])=O.CN(C(ON1N=NC2C=CC=CC1=2)=[N+](C)C)C.[B-](F)(F)(F)F.C(N(C(C)C)CC)(C)C.[Cl:49][C:50]1[CH:51]=[C:52]2[C:56](=[CH:57][CH:58]=1)[NH:55][C:54]([CH2:59][NH2:60])=[CH:53]2.C(OCC)(=O)C.C(O)C.N.ClCl. The catalyst is CN(C)C=O. The product is [Cl:49][C:50]1[CH:51]=[C:52]2[C:56](=[CH:57][CH:58]=1)[NH:55][C:54]([CH2:59][NH:60][C:5](=[O:7])[C:4]1[CH:8]=[CH:9][C:10]([C:11]([N:13]3[CH2:17][CH2:16][CH2:15][CH2:14]3)=[O:12])=[C:2]([CH3:1])[CH:3]=1)=[CH:53]2. The yield is 0.310.